This data is from Forward reaction prediction with 1.9M reactions from USPTO patents (1976-2016). The task is: Predict the product of the given reaction. (1) Given the reactants [CH2:1]([O:5][C:6](=[O:18])[CH:7]=[CH:8][C:9]1[CH:14]=[C:13]([F:15])[C:12]([CH3:16])=[C:11]([F:17])[CH:10]=1)[CH2:2][CH2:3][CH3:4].C, predict the reaction product. The product is: [CH2:1]([O:5][C:6](=[O:18])[CH2:7][CH2:8][C:9]1[CH:14]=[C:13]([F:15])[C:12]([CH3:16])=[C:11]([F:17])[CH:10]=1)[CH2:2][CH2:3][CH3:4]. (2) Given the reactants [CH2:1]([O:8][C:9]1[CH:14]=[C:13]([O:15][CH2:16][C:17]2[CH:22]=[CH:21][CH:20]=[CH:19][CH:18]=2)[CH:12]=[CH:11][C:10]=1[C:23]1[NH:27][C:26]2[CH:28]=[C:29]([C:31]([O:33][CH3:34])=[O:32])[S:30][C:25]=2[CH:24]=1)[C:2]1[CH:7]=[CH:6][CH:5]=[CH:4][CH:3]=1.[H-].[Na+].Br[CH:38]1[CH2:43][CH2:42][CH2:41][CH:40]=[CH:39]1.C(OCC)(=O)C, predict the reaction product. The product is: [CH2:1]([O:8][C:9]1[CH:14]=[C:13]([O:15][CH2:16][C:17]2[CH:22]=[CH:21][CH:20]=[CH:19][CH:18]=2)[CH:12]=[CH:11][C:10]=1[C:23]1[NH:27][C:26]2[CH:28]=[C:29]([C:31]([O:33][CH3:34])=[O:32])[S:30][C:25]=2[C:24]=1[CH:43]1[CH2:42][CH2:41][CH2:40][CH:39]=[CH:38]1)[C:2]1[CH:3]=[CH:4][CH:5]=[CH:6][CH:7]=1. (3) Given the reactants [Cl:1][C:2]1[CH:7]=[CH:6][N:5]=[C:4]([C@@H:8]([NH2:12])[CH2:9][CH:10]=[CH2:11])[CH:3]=1.CCN(CC)CC.[O:20](C(OC(C)(C)C)=O)[C:21]([O:23][C:24]([CH3:27])([CH3:26])[CH3:25])=O, predict the reaction product. The product is: [Cl:1][C:2]1[CH:7]=[CH:6][N:5]=[C:4]([C@@H:8]([NH:12][C:21](=[O:20])[O:23][C:24]([CH3:27])([CH3:26])[CH3:25])[CH2:9][CH:10]=[CH2:11])[CH:3]=1. (4) The product is: [Si:27]([O:28][CH2:29][CH:30]1[C:5]2([C:13]3[C:8](=[CH:9][C:10]([O:14][CH3:15])=[CH:11][CH:12]=3)[N:7]([C:18]([O:21][C:5]([CH3:13])([CH3:6])[CH3:4])=[O:20])[C:6]2=[O:16])[CH2:4][CH2:3][CH2:2][NH:1]1)([C:23]([CH3:26])([CH3:25])[CH3:24])([CH3:33])[CH3:32]. Given the reactants [NH2:1][CH2:2][CH2:3][CH2:4][CH:5]1[C:13]2[C:8](=[CH:9][C:10]([O:14][CH3:15])=[CH:11][CH:12]=2)[NH:7][C:6]1=[O:16].Cl.[C:18]([O-:21])(=[O:20])C.[Na+].[C:23]([Si:27]([CH3:33])([CH3:32])[O:28][CH2:29][CH:30]=O)([CH3:26])([CH3:25])[CH3:24], predict the reaction product.